Dataset: Full USPTO retrosynthesis dataset with 1.9M reactions from patents (1976-2016). Task: Predict the reactants needed to synthesize the given product. (1) The reactants are: [F:1][C:2]1[CH:3]=[C:4]([C:34]2[CH:39]=[CH:38][CH:37]=[CH:36][C:35]=2[C:40]2[NH:44][C:43](=[O:45])[O:42][N:41]=2)[CH:5]=[CH:6][C:7]=1[CH2:8][C:9]1[C:10](=[O:33])[N:11]([C:19]2[CH:24]=[CH:23][C:22]([O:25][CH:26]3[CH2:31][CH2:30][CH:29]([OH:32])[CH2:28][CH2:27]3)=[CH:21][CH:20]=2)[C:12]([CH3:18])=[N:13][C:14]=1[CH2:15][CH2:16][CH3:17].CC(OI1(OC(C)=O)(OC(C)=O)OC(=O)C2C1=CC=CC=2)=O.C(OCC)(=O)C.S([O-])([O-])(=O)=S.[Na+].[Na+]. Given the product [F:1][C:2]1[CH:3]=[C:4]([C:34]2[CH:39]=[CH:38][CH:37]=[CH:36][C:35]=2[C:40]2[NH:44][C:43](=[O:45])[O:42][N:41]=2)[CH:5]=[CH:6][C:7]=1[CH2:8][C:9]1[C:10](=[O:33])[N:11]([C:19]2[CH:20]=[CH:21][C:22]([O:25][CH:26]3[CH2:31][CH2:30][C:29](=[O:32])[CH2:28][CH2:27]3)=[CH:23][CH:24]=2)[C:12]([CH3:18])=[N:13][C:14]=1[CH2:15][CH2:16][CH3:17], predict the reactants needed to synthesize it. (2) Given the product [F:8][C:7]1[CH:6]=[CH:5][C:4]([N+:9]([O-:11])=[O:10])=[CH:3][C:2]=1[C:2]1[CH:3]=[C:4]([N+:9]([O-:11])=[O:10])[CH:5]=[CH:6][C:7]=1[F:8], predict the reactants needed to synthesize it. The reactants are: Br[C:2]1[CH:3]=[C:4]([N+:9]([O-:11])=[O:10])[CH:5]=[CH:6][C:7]=1[F:8]. (3) Given the product [C:2]1([CH:1]([C:9]2[CH:14]=[CH:13][CH:12]=[CH:11][CH:10]=2)[OH:8])[CH:7]=[CH:6][CH:5]=[CH:4][CH:3]=1, predict the reactants needed to synthesize it. The reactants are: [CH:1](=[O:8])[C:2]1[CH:7]=[CH:6][CH:5]=[CH:4][CH:3]=1.[C:9]1([Mg]Br)[CH:14]=[CH:13][CH:12]=[CH:11][CH:10]=1. (4) Given the product [CH3:17][O:18][CH2:19][CH2:20][CH2:21][O:1][C:2]1[CH:9]=[C:8]([CH3:10])[CH:7]=[CH:6][C:3]=1[CH:4]=[O:5].[S:23]([C:26]1[CH:31]=[CH:30][C:29]([CH3:32])=[CH:28][CH:27]=1)([O-:25])(=[O:24])=[O:22], predict the reactants needed to synthesize it. The reactants are: [OH:1][C:2]1[CH:9]=[C:8]([CH3:10])[CH:7]=[CH:6][C:3]=1[CH:4]=[O:5].C(=O)([O-])[O-].[K+].[K+].[CH3:17][O:18][CH2:19][CH2:20][CH2:21][O:22][S:23]([C:26]1[CH:31]=[CH:30][C:29]([CH3:32])=[CH:28][CH:27]=1)(=[O:25])=[O:24]. (5) Given the product [NH2:20][C@H:21]1[CH2:26][CH2:25][C@H:24]([NH:27][C:2]2[CH:3]=[C:4]([NH:11][C:12]3[C:17]([F:18])=[CH:16][CH:15]=[CH:14][C:13]=3[F:19])[C:5]3[N:6]([CH:8]=[CH:9][N:10]=3)[N:7]=2)[CH2:23][CH2:22]1, predict the reactants needed to synthesize it. The reactants are: Cl[C:2]1[CH:3]=[C:4]([NH:11][C:12]2[C:17]([F:18])=[CH:16][CH:15]=[CH:14][C:13]=2[F:19])[C:5]2[N:6]([CH:8]=[CH:9][N:10]=2)[N:7]=1.[NH2:20][C@H:21]1[CH2:26][CH2:25][C@H:24]([NH2:27])[CH2:23][CH2:22]1. (6) Given the product [CH2:1]([O:5][C:9]1[CH:14]=[CH:13][C:12]([N+:15]([O-:17])=[O:16])=[CH:11][N:10]=1)[CH2:2][CH2:3][CH3:4], predict the reactants needed to synthesize it. The reactants are: [CH2:1]([OH:5])[CH2:2][CH2:3][CH3:4].[H-].[Na+].Cl[C:9]1[CH:14]=[CH:13][C:12]([N+:15]([O-:17])=[O:16])=[CH:11][N:10]=1.